This data is from Forward reaction prediction with 1.9M reactions from USPTO patents (1976-2016). The task is: Predict the product of the given reaction. Given the reactants C([O:3][C:4](=[O:14])[C:5]([C:7]1[CH:12]=[CH:11][C:10]([CH3:13])=[CH:9][CH:8]=1)=[O:6])C.[OH-].[Na+].Cl, predict the reaction product. The product is: [CH3:13][C:10]1[CH:9]=[CH:8][C:7]([C:5](=[O:6])[C:4]([OH:14])=[O:3])=[CH:12][CH:11]=1.